From a dataset of Full USPTO retrosynthesis dataset with 1.9M reactions from patents (1976-2016). Predict the reactants needed to synthesize the given product. (1) Given the product [CH3:1][C:2]([O:9][CH2:10][CH2:11][CH2:12][CH2:13][CH2:14][CH2:15][C:16]1[N:17]=[C:18]([C:22]2[CH:27]=[CH:26][C:25]([CH3:28])=[CH:24][CH:23]=2)[O:19][C:20]=1[CH3:21])([CH3:8])[C:3]([NH:31][OH:30])=[O:4], predict the reactants needed to synthesize it. The reactants are: [CH3:1][C:2]([O:9][CH2:10][CH2:11][CH2:12][CH2:13][CH2:14][CH2:15][C:16]1[N:17]=[C:18]([C:22]2[CH:27]=[CH:26][C:25]([CH3:28])=[CH:24][CH:23]=2)[O:19][C:20]=1[CH3:21])([CH3:8])[C:3](OCC)=[O:4].[Cl-].[OH:30][NH3+:31].[OH-].[K+]. (2) Given the product [N:8]1([C:5]2[N:4]=[N:3][C:2]([N:14]3[CH2:18][CH2:17][C:16]4([C:22]5[CH:23]=[CH:24][CH:25]=[CH:26][C:21]=5[CH2:20][O:19]4)[CH2:15]3)=[CH:7][CH:6]=2)[CH:12]=[CH:11][N:10]=[CH:9]1, predict the reactants needed to synthesize it. The reactants are: Cl[C:2]1[N:3]=[N:4][C:5]([N:8]2[CH:12]=[CH:11][N:10]=[CH:9]2)=[CH:6][CH:7]=1.Cl.[NH:14]1[CH2:18][CH2:17][C:16]2([C:22]3[CH:23]=[CH:24][CH:25]=[CH:26][C:21]=3[CH2:20][O:19]2)[CH2:15]1. (3) The reactants are: [CH3:1][S:2]([N:5]1[CH2:10][CH2:9][O:8][C@@H:7]([CH2:11][NH:12][C:13]2[C:22]3[C:17](=[N:18][CH:19]=[CH:20][N:21]=3)[CH:16]=[C:15]([C:23]3[CH:28]=[CH:27][C:26]([N:29]4[CH2:34][CH2:33][NH:32][CH2:31][CH2:30]4)=[CH:25][CH:24]=3)[N:14]=2)[CH2:6]1)(=[O:4])=[O:3].C=O.[BH-](OC(C)=O)(OC(C)=O)O[C:39](C)=O.[Na+]. Given the product [CH3:39][N:32]1[CH2:31][CH2:30][N:29]([C:26]2[CH:27]=[CH:28][C:23]([C:15]3[N:14]=[C:13]([NH:12][CH2:11][C@@H:7]4[O:8][CH2:9][CH2:10][N:5]([S:2]([CH3:1])(=[O:3])=[O:4])[CH2:6]4)[C:22]4[C:17](=[N:18][CH:19]=[CH:20][N:21]=4)[CH:16]=3)=[CH:24][CH:25]=2)[CH2:34][CH2:33]1, predict the reactants needed to synthesize it. (4) Given the product [CH2:1]([C:3]1[CH:4]=[CH:5][C:6]([N:9]2[C:13]([CH:14]=[O:15])=[CH:12][N:11]=[CH:10]2)=[CH:7][CH:8]=1)[CH3:2], predict the reactants needed to synthesize it. The reactants are: [CH2:1]([C:3]1[CH:8]=[CH:7][C:6]([N:9]2[C:13]([CH2:14][OH:15])=[CH:12][N:11]=[CH:10]2)=[CH:5][CH:4]=1)[CH3:2]. (5) Given the product [C:9]([C:8]1([C:5]2[CH:4]=[N:3][C:2]([CH3:1])=[N:7][CH:6]=2)[CH2:24][C:23]([C:27]([O:26][CH3:25])=[O:21])=[C:11]([OH:14])[CH2:12][CH2:13]1)#[N:10], predict the reactants needed to synthesize it. The reactants are: [CH3:1][C:2]1[N:7]=[CH:6][C:5]([CH2:8][C:9]#[N:10])=[CH:4][N:3]=1.[C:11](OC)(=[O:14])[CH:12]=[CH2:13].CC([O-:21])(C)C.[K+].[CH2:23]1[CH2:27][O:26][CH2:25][CH2:24]1.